From a dataset of Reaction yield outcomes from USPTO patents with 853,638 reactions. Predict the reaction yield, written as a fraction of the theoretical maximum amount of product (1.0 means a 100% yield; for example, 0.34 means a 34% yield). (1) The reactants are [F:1][C:2]1[CH:7]=[C:6]([C:8]2[CH:13]=[CH:12][N:11]=[C:10]3[NH:14][C:15]([C:17]4[CH:22]=[CH:21][CH:20]=[C:19]([O:23][CH3:24])[CH:18]=4)=[N:16][C:9]=23)[C:5]([CH3:25])=[CH:4][C:3]=1[CH2:26][NH:27][C:28](=[O:34])OC(C)(C)C.COC1C=C(C=CC=1)C=O.[C:45]([C:49]1[O:53][N:52]=[C:51](C([O-])=O)[N:50]=1)([CH3:48])([CH3:47])[CH3:46]. No catalyst specified. The product is [C:45]([C:49]1[O:53][N:52]=[C:51]([C:28]([NH:27][CH2:26][C:3]2[CH:4]=[C:5]([CH3:25])[C:6]([C:8]3[CH:13]=[CH:12][N:11]=[C:10]4[NH:14][C:15]([C:17]5[CH:22]=[CH:21][CH:20]=[C:19]([O:23][CH3:24])[CH:18]=5)=[N:16][C:9]=34)=[CH:7][C:2]=2[F:1])=[O:34])[N:50]=1)([CH3:48])([CH3:47])[CH3:46]. The yield is 0.0600. (2) The reactants are [NH2:1][CH2:2][CH2:3][CH2:4][N:5]1[CH2:9][CH2:8][CH2:7][C:6]1=[O:10].[CH3:11][N:12]([C:19]1[N:24]2[N:25]=[CH:26][C:27]([CH2:28][CH2:29][C:30](O)=[O:31])=[C:23]2[N:22]=[CH:21][N:20]=1)[C:13]1[CH:18]=[CH:17][CH:16]=[CH:15][CH:14]=1.CCN=C=NCCCN(C)C.O. The catalyst is CN(C1C=CN=CC=1)C.ClCCl. The product is [CH3:11][N:12]([C:19]1[N:24]2[N:25]=[CH:26][C:27]([CH2:28][CH2:29][C:30]([NH:1][CH2:2][CH2:3][CH2:4][N:5]3[CH2:9][CH2:8][CH2:7][C:6]3=[O:10])=[O:31])=[C:23]2[N:22]=[CH:21][N:20]=1)[C:13]1[CH:14]=[CH:15][CH:16]=[CH:17][CH:18]=1. The yield is 0.930.